This data is from Catalyst prediction with 721,799 reactions and 888 catalyst types from USPTO. The task is: Predict which catalyst facilitates the given reaction. Reactant: [F:1][C:2]1([F:24])[CH2:7][CH2:6][CH:5]([CH2:8][NH:9][C:10]([C:12]2[C:13]3[CH:14]=[CH:15][C:16](Cl)=[N:17][C:18]=3[CH:19]=[CH:20][C:21]=2Cl)=[O:11])[CH2:4][CH2:3]1.[C:25]1(B(O)O)[CH2:30][CH2:29][CH2:28][CH2:27][CH:26]=1.C(=O)([O-])[O-].[Cs+].[Cs+]. Product: [F:1][C:2]1([F:24])[CH2:7][CH2:6][CH:5]([CH2:8][NH:9][C:10]([C:12]2[C:13]3[CH:14]=[CH:15][C:16]([C:2]4[CH2:7][CH2:6][CH2:5][CH2:4][CH:3]=4)=[N:17][C:18]=3[CH:19]=[CH:20][C:21]=2[C:25]2[CH2:30][CH2:29][CH2:28][CH2:27][CH:26]=2)=[O:11])[CH2:4][CH2:3]1. The catalyst class is: 492.